Dataset: Catalyst prediction with 721,799 reactions and 888 catalyst types from USPTO. Task: Predict which catalyst facilitates the given reaction. (1) Reactant: [F:1][C:2]([F:12])([F:11])[CH:3]([OH:10])[CH:4]([N+:7]([O-])=O)[CH2:5][CH3:6]. Product: [NH2:7][CH:4]([CH2:5][CH3:6])[CH:3]([OH:10])[C:2]([F:12])([F:11])[F:1]. The catalyst class is: 94. (2) Product: [CH3:25][O:24][C:22](=[O:23])[C:21]1[C:20](=[C:29]([NH:16][C:13]2[CH:14]=[CH:15][C:10]([O:9][CH2:8][CH2:7][N:1]3[CH2:6][CH2:5][O:4][CH2:3][CH2:2]3)=[CH:11][CH:12]=2)[CH:28]=[CH:27][CH:26]=1)[C:19]([O:18][CH3:17])=[O:31]. Reactant: [N:1]1([CH2:7][CH2:8][O:9][C:10]2[CH:15]=[CH:14][C:13]([NH2:16])=[CH:12][CH:11]=2)[CH2:6][CH2:5][O:4][CH2:3][CH2:2]1.[CH3:17][O:18][C:19](=[O:31])[C:20]1[C:21](=[C:26](I)[CH:27]=[CH:28][CH:29]=1)[C:22]([O:24][CH3:25])=[O:23].C1C=CC(P(C2C(C3C(P(C4C=CC=CC=4)C4C=CC=CC=4)=CC=C4C=3C=CC=C4)=C3C(C=CC=C3)=CC=2)C2C=CC=CC=2)=CC=1.C(=O)([O-])[O-].[Cs+].[Cs+]. The catalyst class is: 835. (3) The catalyst class is: 5. Reactant: C(=O)([O-])[O-].[K+].[K+].C([O:10][CH2:11][C:12]1[CH:17]=[CH:16][C:15]([CH3:18])=[C:14]([C:19]#[N:20])[N:13]=1)(=O)C. Product: [OH:10][CH2:11][C:12]1[N:13]=[C:14]([C:19]#[N:20])[C:15]([CH3:18])=[CH:16][CH:17]=1.